This data is from Catalyst prediction with 721,799 reactions and 888 catalyst types from USPTO. The task is: Predict which catalyst facilitates the given reaction. (1) Reactant: [NH2:1][CH:2]1[C:10]2[C:5](=[CH:6][C:7]([CH2:11][N:12]3[CH:16]=[C:15]([CH2:17][OH:18])[C:14]([C:19]([F:22])([F:21])[F:20])=[N:13]3)=[CH:8][CH:9]=2)[CH2:4][CH2:3]1.C(N(CC)CC)C.[CH3:30][O:31][C:32]1[CH:37]=[CH:36][CH:35]=[CH:34][C:33]=1[S:38](Cl)(=[O:40])=[O:39]. Product: [OH:18][CH2:17][C:15]1[C:14]([C:19]([F:22])([F:21])[F:20])=[N:13][N:12]([CH2:11][C:7]2[CH:6]=[C:5]3[C:10](=[CH:9][CH:8]=2)[CH:2]([NH:1][S:38]([C:33]2[CH:34]=[CH:35][CH:36]=[CH:37][C:32]=2[O:31][CH3:30])(=[O:40])=[O:39])[CH2:3][CH2:4]3)[CH:16]=1. The catalyst class is: 2. (2) Reactant: [CH3:1][O:2][C:3]1[CH:4]=[CH:5][C:6]([Br:12])=[C:7]([CH:11]=1)[C:8](O)=[O:9].O. Product: [CH3:1][O:2][C:3]1[CH:4]=[CH:5][C:6]([Br:12])=[C:7]([CH:11]=1)[CH2:8][OH:9]. The catalyst class is: 1.